Dataset: NCI-60 drug combinations with 297,098 pairs across 59 cell lines. Task: Regression. Given two drug SMILES strings and cell line genomic features, predict the synergy score measuring deviation from expected non-interaction effect. (1) Cell line: HT29. Drug 2: CC1CCC2CC(C(=CC=CC=CC(CC(C(=O)C(C(C(=CC(C(=O)CC(OC(=O)C3CCCCN3C(=O)C(=O)C1(O2)O)C(C)CC4CCC(C(C4)OC)O)C)C)O)OC)C)C)C)OC. Drug 1: COC1=NC(=NC2=C1N=CN2C3C(C(C(O3)CO)O)O)N. Synergy scores: CSS=16.4, Synergy_ZIP=-5.85, Synergy_Bliss=-2.91, Synergy_Loewe=-88.8, Synergy_HSA=-1.62. (2) Cell line: IGROV1. Drug 2: C1=NC(=NC(=O)N1C2C(C(C(O2)CO)O)O)N. Synergy scores: CSS=5.78, Synergy_ZIP=0.356, Synergy_Bliss=-0.237, Synergy_Loewe=-22.4, Synergy_HSA=-4.91. Drug 1: COC1=NC(=NC2=C1N=CN2C3C(C(C(O3)CO)O)O)N.